This data is from Catalyst prediction with 721,799 reactions and 888 catalyst types from USPTO. The task is: Predict which catalyst facilitates the given reaction. (1) Reactant: [CH3:1][C:2]1([CH3:18])[O:7][C:6]2[CH:8]=[CH:9][C:10]([C@H:12]3[O:16][C:15](=[O:17])[NH:14][CH2:13]3)=[CH:11][C:5]=2[CH2:4][O:3]1.[Br:19][CH2:20][CH2:21][CH2:22][CH2:23][CH2:24][CH2:25]Br.[H-].[Na+].P([O-])([O-])([O-])=O. Product: [Br:19][CH2:20][CH2:21][CH2:22][CH2:23][CH2:24][CH2:25][N:14]1[CH2:13][C@@H:12]([C:10]2[CH:9]=[CH:8][C:6]3[O:7][C:2]([CH3:18])([CH3:1])[O:3][CH2:4][C:5]=3[CH:11]=2)[O:16][C:15]1=[O:17]. The catalyst class is: 18. (2) Reactant: [CH:1]1([CH2:7][N:8]([C:20]([C:22]2[C:31]([NH:32][C:33]([NH:35][C:36]3[C:41]([CH3:42])=[CH:40][CH:39]=[CH:38][C:37]=3[CH3:43])=[O:34])=[CH:30][C:29]3[C:24](=[CH:25][CH:26]=[CH:27][CH:28]=3)[CH:23]=2)=[O:21])[CH2:9][C:10]([O:12]CC2C=CC=CC=2)=[O:11])CC[CH2:4][CH2:3][CH2:2]1. Product: [CH:7]1([N:8]([C:20]([C:22]2[C:31]([NH:32][C:33]([NH:35][C:36]3[C:37]([CH3:43])=[CH:38][CH:39]=[CH:40][C:41]=3[CH3:42])=[O:34])=[CH:30][C:29]3[C:24](=[CH:25][CH:26]=[CH:27][CH:28]=3)[CH:23]=2)=[O:21])[CH2:9][C:10]([OH:12])=[O:11])[CH2:4][CH2:3][CH2:2][CH2:1]1. The catalyst class is: 50. (3) Reactant: [CH:1]([C:4]1[N:5]=[C:6]([CH2:9][CH2:10][C:11]2[CH:25]=[CH:24][N:14]3[C:15](=[O:23])[C:16]([C:19](OC)=[O:20])=[CH:17][N:18]=[C:13]3[CH:12]=2)[S:7][CH:8]=1)([CH3:3])[CH3:2].[NH3:26]. Product: [CH:1]([C:4]1[N:5]=[C:6]([CH2:9][CH2:10][C:11]2[CH:25]=[CH:24][N:14]3[C:15](=[O:23])[C:16]([C:19]([NH2:26])=[O:20])=[CH:17][N:18]=[C:13]3[CH:12]=2)[S:7][CH:8]=1)([CH3:3])[CH3:2]. The catalyst class is: 5. (4) Reactant: [CH3:1][N:2]1[CH2:7][CH2:6][CH2:5][CH2:4][C@H:3]1[C:8]1[N:12]2[CH:13]=[C:14]([O:17][C@H:18]3[C:27]4[C:22](=[CH:23][CH:24]=[CH:25][CH:26]=4)[C@@H:21]([NH2:28])[CH2:20][CH2:19]3)[CH:15]=[CH:16][C:11]2=[N:10][N:9]=1.CCN(C(C)C)C(C)C.ClC(Cl)(Cl)C[O:41][C:42](=O)[NH:43][C:44]1[N:45]([C:53]2[CH:58]=[CH:57][C:56]([CH3:59])=[CH:55][CH:54]=2)[N:46]=[C:47]([C:49]([CH3:52])([CH3:51])[CH3:50])[CH:48]=1. Product: [C:49]([C:47]1[CH:48]=[C:44]([NH:43][C:42]([NH:28][C@@H:21]2[C:22]3[C:27](=[CH:26][CH:25]=[CH:24][CH:23]=3)[C@H:18]([O:17][C:14]3[CH:15]=[CH:16][C:11]4[N:12]([C:8]([C@@H:3]5[CH2:4][CH2:5][CH2:6][CH2:7][N:2]5[CH3:1])=[N:9][N:10]=4)[CH:13]=3)[CH2:19][CH2:20]2)=[O:41])[N:45]([C:53]2[CH:58]=[CH:57][C:56]([CH3:59])=[CH:55][CH:54]=2)[N:46]=1)([CH3:52])([CH3:50])[CH3:51]. The catalyst class is: 12. (5) Reactant: [CH:1]([C:4]1[C:8]([CH2:9][CH2:10][CH2:11][CH2:12][OH:13])=[CH:7][N:6]([C:14]2[CH:19]=[CH:18][C:17]([C:20]([F:23])([F:22])[F:21])=[CH:16][N:15]=2)[N:5]=1)([CH3:3])[CH3:2].O[C:25]1[C:30]([O:31][CH3:32])=[CH:29][CH:28]=[CH:27][C:26]=1[CH2:33][C:34]([O:36]C)=[O:35].C(P(CCCC)CCCC)CCC.N(C(N1CCCCC1)=O)=NC(N1CCCCC1)=O. Product: [CH:1]([C:4]1[C:8]([CH2:9][CH2:10][CH2:11][CH2:12][O:13][C:25]2[C:30]([O:31][CH3:32])=[CH:29][CH:28]=[CH:27][C:26]=2[CH2:33][C:34]([OH:36])=[O:35])=[CH:7][N:6]([C:14]2[CH:19]=[CH:18][C:17]([C:20]([F:22])([F:21])[F:23])=[CH:16][N:15]=2)[N:5]=1)([CH3:3])[CH3:2]. The catalyst class is: 7. (6) Product: [OH:1][C@@:2]([C@H:11]1[O:16][CH2:15][CH2:14][N:13]([C:17]2[CH:22]=[CH:21][CH:20]=[C:19]([C:33]3[CH:38]=[CH:37][N:36]=[N:35][CH:34]=3)[N:18]=2)[C:12]1=[O:24])([CH3:10])[C:3]([O:5][C:6]([CH3:9])([CH3:8])[CH3:7])=[O:4]. The catalyst class is: 238. Reactant: [OH:1][C@@:2]([C@H:11]1[O:16][CH2:15][CH2:14][N:13]([C:17]2[CH:22]=[CH:21][CH:20]=[C:19](I)[N:18]=2)[C:12]1=[O:24])([CH3:10])[C:3]([O:5][C:6]([CH3:9])([CH3:8])[CH3:7])=[O:4].CC1(C)C(C)(C)OB([C:33]2[CH:38]=[CH:37][N:36]=[N:35][CH:34]=2)O1.C([O-])([O-])=O.[Na+].[Na+].C1COCC1.